This data is from Catalyst prediction with 721,799 reactions and 888 catalyst types from USPTO. The task is: Predict which catalyst facilitates the given reaction. Reactant: [O:1]=[C:2]1[N:7]([C:8]2[CH:17]=[N:16][C:15]3[C:10](=[CH:11][C:12]([C:18]4[CH:19]=[N:20][CH:21]=[C:22]([NH:24][S:25]([C:28]5[CH:33]=[CH:32][CH:31]=[CH:30][CH:29]=5)(=[O:27])=[O:26])[CH:23]=4)=[CH:13][CH:14]=3)[N:9]=2)[CH2:6][CH2:5][N:4](C(OC(C)(C)C)=O)[CH2:3]1.FC(F)(F)C(O)=O. Product: [O:1]=[C:2]1[CH2:3][NH:4][CH2:5][CH2:6][N:7]1[C:8]1[CH:17]=[N:16][C:15]2[C:10]([N:9]=1)=[CH:11][C:12]([C:18]1[CH:23]=[C:22]([NH:24][S:25]([C:28]3[CH:33]=[CH:32][CH:31]=[CH:30][CH:29]=3)(=[O:27])=[O:26])[CH:21]=[N:20][CH:19]=1)=[CH:13][CH:14]=2. The catalyst class is: 115.